From a dataset of Reaction yield outcomes from USPTO patents with 853,638 reactions. Predict the reaction yield, written as a fraction of the theoretical maximum amount of product (1.0 means a 100% yield; for example, 0.34 means a 34% yield). (1) The reactants are C([O:4][CH:5]([C:10]1[CH:11]=[N:12][CH:13]=[C:14](Br)[CH:15]=1)[C:6]([F:9])([F:8])[F:7])(=O)C.[CH3:17][S:18]([O-:20])=[O:19].[Na+].N1CCC[C@H]1C(O)=O.C(=O)(O)[O-].[Na+].C(=O)([O-])[O-].[K+].[K+]. The catalyst is CS(C)=O.[Cu](I)I.O. The product is [F:7][C:6]([F:9])([F:8])[CH:5]([C:10]1[CH:11]=[N:12][CH:13]=[C:14]([S:18]([CH3:17])(=[O:20])=[O:19])[CH:15]=1)[OH:4]. The yield is 0.170. (2) The reactants are FC(F)(F)C(O)=O.[Cl:8][C:9]1[C:10]([F:39])=[C:11]([CH:15]2[C:19]([C:22]3[CH:27]=[CH:26][C:25]([Cl:28])=[CH:24][C:23]=3[F:29])([C:20]#[N:21])[CH:18]([CH2:30][C:31]3([CH3:35])[CH2:34][O:33][CH2:32]3)[NH:17][CH:16]2[C:36](O)=[O:37])[CH:12]=[CH:13][CH:14]=1.CC1(C)[O:45][C@@H:44]([CH2:46][CH2:47][NH2:48])[CH2:43][O:42]1.CN(C(ON1N=NC2C=CC=NC1=2)=[N+](C)C)C.F[P-](F)(F)(F)(F)F.CCN(C(C)C)C(C)C.Cl. The catalyst is C(Cl)Cl.O1CCCC1. The product is [OH:45][C@H:44]([CH2:43][OH:42])[CH2:46][CH2:47][NH:48][C:36]([CH:16]1[CH:15]([C:11]2[CH:12]=[CH:13][CH:14]=[C:9]([Cl:8])[C:10]=2[F:39])[C:19]([C:22]2[CH:27]=[CH:26][C:25]([Cl:28])=[CH:24][C:23]=2[F:29])([C:20]#[N:21])[CH:18]([CH2:30][C:31]2([CH3:35])[CH2:32][O:33][CH2:34]2)[NH:17]1)=[O:37]. The yield is 0.480.